From a dataset of Reaction yield outcomes from USPTO patents with 853,638 reactions. Predict the reaction yield, written as a fraction of the theoretical maximum amount of product (1.0 means a 100% yield; for example, 0.34 means a 34% yield). The reactants are [Cl:1][C:2]1[N:12]=[C:11]([CH3:13])[CH:10]=[C:9]([Cl:14])[C:3]=1[C:4](OCC)=[O:5].[H-].[H-].[H-].[H-].[Li+].[Al+3].O.[OH-].[Na+]. The catalyst is C1COCC1. The product is [Cl:1][C:2]1[C:3]([CH2:4][OH:5])=[C:9]([Cl:14])[CH:10]=[C:11]([CH3:13])[N:12]=1. The yield is 0.970.